This data is from Reaction yield outcomes from USPTO patents with 853,638 reactions. The task is: Predict the reaction yield, written as a fraction of the theoretical maximum amount of product (1.0 means a 100% yield; for example, 0.34 means a 34% yield). (1) The reactants are [N:1]([O-])=O.[Na+].[F:5][C:6]1([F:16])[O:10][C:9]2[CH:11]=[CH:12][CH:13]=[C:14]([NH2:15])[C:8]=2[O:7]1.Cl.[CH3:18][C:19](=[O:24])[CH2:20][C:21](=[O:23])[CH3:22].C([O-])(=O)C.[Na+]. The catalyst is O.CO. The product is [F:16][C:6]1([F:5])[O:10][C:9]2[CH:11]=[CH:12][CH:13]=[C:14]([NH:15][N:1]=[C:20]([C:19](=[O:24])[CH3:18])[C:21](=[O:23])[CH3:22])[C:8]=2[O:7]1. The yield is 0.900. (2) The reactants are [F:1][C:2]1[CH:10]=[CH:9][CH:8]=[CH:7][C:3]=1[CH2:4][CH2:5][OH:6].[Cr](Cl)([O-])(=O)=O.[NH+]1C=CC=CC=1. The catalyst is C(Cl)Cl. The product is [F:1][C:2]1[CH:10]=[CH:9][CH:8]=[CH:7][C:3]=1[CH2:4][CH:5]=[O:6]. The yield is 0.990. (3) The reactants are [ClH:1].[NH2:2][CH2:3][C:4]1[CH:5]=[C:6]([C:10]2[CH:15]=[C:14]([N+:16]([O-])=O)[CH:13]=[CH:12][C:11]=2[O:19][CH3:20])[CH:7]=[CH:8][CH:9]=1. The catalyst is CO.O1CCCC1.[Pd]. The product is [ClH:1].[ClH:1].[NH2:2][CH2:3][C:4]1[CH:5]=[C:6]([C:10]2[CH:15]=[C:14]([CH:13]=[CH:12][C:11]=2[O:19][CH3:20])[NH2:16])[CH:7]=[CH:8][CH:9]=1. The yield is 0.730.